From a dataset of B-cell epitopes from IEDB database with 3,159 antigens for binding position prediction. Token-level Classification. Given an antigen amino acid sequence, predict which amino acid positions are active epitope sites capable of antibody binding. Output is a list of indices for active positions. (1) Given the antigen sequence: KEGYLVDKNTGCKYECLKLGDNDYCLRECKQQGYKGAGGYCYAFACWCTHLYEQAIVWPLPNKRCS, which amino acid positions are active epitope sites? The epitope positions are: [21, 22, 23, 24, 25, 26, 27, 28, 29, 30, 31, 32, 33, 34, 35]. The amino acids at these positions are: NDYCLRECKQQGYKG. (2) Given the antigen sequence: MFSFVDLRLLLLLAATALLTHGQEEGQVEGQDEDIPPITCVQNGLRYHDRDVWKPEPCRICVCDNGKVLCDDVICDETKNCPGAEVPEGECCPVCPDGSESPTDQETTGVEGPKGDTGPRGPRGPAGPPGRDGIPGQPGLPGPPGPPGPPGPPGLGGNFAPQLSYGYDEKSTGGISVPGPMGPSGPRGLPGPPGAPGPQGFQGPPGEPGEPGASGPMGPRGPPGPPGKNGDDGEAGKPGRPGERGPPGPQGARGLPGTAGLPGMKGHRGFSGLDGAKGDAGPAGPKGEPGSPGENGAPGQMGPRGLPGERGRPGAPGPAGARGNDGATGAAGPPGPTGPAGPPGFPGAVGAKGEAGPQGPRGSEGPQGVRGEPGPPGPAGAAGPAGNPGADGQPGAKGANGAPGIAGAPGFPGARGPSGPQGPGGPPGPKGNSGEPGAPGSKGDTGAKGEPGPVGVQGPPGPAGEEGKRGARGEPGPTGLPGPPGERGGPGSRGFPGADG..., which amino acid positions are active epitope sites? The epitope positions are: [95, 96, 97, 98, 99, 100, 101, 102, 103, 104, 105, 106]. The amino acids at these positions are: PDGSESPTDQET. (3) Given the antigen sequence: MAVRGSRRRALRLLLMVQLLAGRWRPTGAARGTRGGLPELSSAAKHEDSLFRDLFEDYERWVRPVEHLSDKIKIKFGLAISQLVDVDEKNQLMTTNVWLKQEWIDVKLRWNPDDYGGIKIIRVPSDSLWIPDIVLFDNADGRFEGASTKTVVRYNGTVTWTQPANYKSSCTIDVTFFPFDLQNCSMKFGSWTYDGSQVDIILEDQDVDRTDFFDNGEWEIMSAMGSKGNRTDSCCWYPYITYSFVIKRLPLFYTLFLIIPCIGLSFLTVVVFYLPSNEGEKISLCTSVLVSLTVFLLVIEEIIPSSSKVIPLIGEYLVFTMIFVTLSIMVTVFAINIHHRSSSTHNAMAPWVRKIFLHKLPKLLCMRSHADRYFTQREEAESGAGPKSRNTLEAALDCIRYITRHVVKENDVREVVEDWKFIAQVLDRMFLWTFLLVSIIGTLGLFVPVIYKWANIIVPVHIGNTIK, which amino acid positions are active epitope sites? The epitope positions are: [222, 223, 224, 225, 226, 227, 228, 229, 230, 231, 232, 233]. The amino acids at these positions are: AMGSKGNRTDSC.